Task: Regression. Given a peptide amino acid sequence and an MHC pseudo amino acid sequence, predict their binding affinity value. This is MHC class I binding data.. Dataset: Peptide-MHC class I binding affinity with 185,985 pairs from IEDB/IMGT (1) The binding affinity (normalized) is 0. The peptide sequence is QASQEVKNW. The MHC is HLA-B35:03 with pseudo-sequence HLA-B35:03. (2) The peptide sequence is YMHGSIHEV. The MHC is HLA-A24:02 with pseudo-sequence HLA-A24:02. The binding affinity (normalized) is 0.0847.